Dataset: Catalyst prediction with 721,799 reactions and 888 catalyst types from USPTO. Task: Predict which catalyst facilitates the given reaction. (1) Reactant: Br[C:2]1[CH:11]=[C:10]([Br:12])[C:9]2[C:4](=[CH:5][CH:6]=[C:7]([N+:13]([O-:15])=[O:14])[CH:8]=2)[N:3]=1.[N:16]1([CH:22]=[O:23])[CH2:21][CH2:20][NH:19][CH2:18][CH2:17]1. Product: [Br:12][C:10]1[C:9]2[C:4](=[CH:5][CH:6]=[C:7]([N+:13]([O-:15])=[O:14])[CH:8]=2)[N:3]=[C:2]([N:19]2[CH2:20][CH2:21][N:16]([CH:22]=[O:23])[CH2:17][CH2:18]2)[CH:11]=1. The catalyst class is: 3. (2) Reactant: [C:1](Cl)(=[O:8])[C:2]1[CH:7]=[CH:6][CH:5]=[CH:4][CH:3]=1.[CH3:10][O:11][C:12]1[CH:17]=[CH:16][CH:15]=[CH:14][C:13]=1[N:18]1[CH2:23][CH2:22][N:21]([CH2:24][CH:25]2[CH2:30][CH2:29][CH2:28][NH:27][CH2:26]2)[CH2:20][CH2:19]1.C(N(CC)CC)C. Product: [CH3:10][O:11][C:12]1[CH:17]=[CH:16][CH:15]=[CH:14][C:13]=1[N:18]1[CH2:19][CH2:20][N:21]([CH2:24][CH:25]2[CH2:30][CH2:29][CH2:28][N:27]([C:1]([C:2]3[CH:7]=[CH:6][CH:5]=[CH:4][CH:3]=3)=[O:8])[CH2:26]2)[CH2:22][CH2:23]1. The catalyst class is: 2.